Predict the reactants needed to synthesize the given product. From a dataset of Full USPTO retrosynthesis dataset with 1.9M reactions from patents (1976-2016). (1) Given the product [Br:1][C:2]1[CH:7]=[C:6]([O:8][CH3:9])[CH:5]=[CH:4][C:3]=1[C:10]([OH:12])([CH3:13])[CH3:11], predict the reactants needed to synthesize it. The reactants are: [Br:1][C:2]1[CH:7]=[C:6]([O:8][CH3:9])[CH:5]=[CH:4][C:3]=1[C:10](=[O:12])[CH3:11].[CH3:13][Mg+].[Br-].[Cl-].[NH4+]. (2) Given the product [NH2:6][C:7]1[CH:12]=[CH:11][C:10]([CH2:4][CH3:5])=[CH:9][N:8]=1, predict the reactants needed to synthesize it. The reactants are: C([Zn][CH2:4][CH3:5])C.[NH2:6][C:7]1[CH:12]=[CH:11][C:10](Br)=[CH:9][N:8]=1.C(Cl)Cl.[Na+].[Cl-]. (3) Given the product [CH3:20][O:21][C:22]([C:23]1[CH:24]=[C:25]([OH:27])[C:34]2[C:29](=[C:30]([N+:36]([O-:38])=[O:37])[CH:31]=[C:32]([Cl:35])[CH:33]=2)[N:28]=1)=[O:39], predict the reactants needed to synthesize it. The reactants are: BrC1C=CC(NC(=CC([O-])=O)C(OC)=O)=C(OC)C=1.[CH3:20][O:21][C:22](=[O:39])[C:23]([NH:28][C:29]1[CH:34]=[CH:33][C:32]([Cl:35])=[CH:31][C:30]=1[N+:36]([O-:38])=[O:37])=[CH:24][C:25]([O-:27])=O.